From a dataset of Reaction yield outcomes from USPTO patents with 853,638 reactions. Predict the reaction yield, written as a fraction of the theoretical maximum amount of product (1.0 means a 100% yield; for example, 0.34 means a 34% yield). (1) The reactants are [F:1][C:2]1[CH:7]=[CH:6][C:5]([C:8]2[S:12][C:11]3[CH:13]=[C:14]([O:17]C)[CH:15]=[CH:16][C:10]=3[C:9]=2[O:19][C:20]2[CH:25]=[CH:24][C:23](/[CH:26]=[CH:27]/[C:28]([NH:30][O:31]C3CCCCO3)=[O:29])=[CH:22][CH:21]=2)=[C:4]([CH3:38])[CH:3]=1.B(Br)(Br)Br. The catalyst is C(Cl)Cl. The product is [F:1][C:2]1[CH:7]=[CH:6][C:5]([C:8]2[S:12][C:11]3[CH:13]=[C:14]([OH:17])[CH:15]=[CH:16][C:10]=3[C:9]=2[O:19][C:20]2[CH:21]=[CH:22][C:23](/[CH:26]=[CH:27]/[C:28]([NH:30][OH:31])=[O:29])=[CH:24][CH:25]=2)=[C:4]([CH3:38])[CH:3]=1. The yield is 0.370. (2) The reactants are [Cl:1][C:2]1[CH:7]=[C:6]([F:8])[CH:5]=[CH:4][C:3]=1[SH:9].[C:10](=O)([O-])[O-].[K+].[K+].CI. The catalyst is CN(C=O)C.O. The product is [Cl:1][C:2]1[CH:7]=[C:6]([F:8])[CH:5]=[CH:4][C:3]=1[S:9][CH3:10]. The yield is 0.980.